Task: Binary Classification. Given a T-cell receptor sequence (or CDR3 region) and an epitope sequence, predict whether binding occurs between them.. Dataset: TCR-epitope binding with 47,182 pairs between 192 epitopes and 23,139 TCRs (1) The epitope is SLFNTVATLY. The TCR CDR3 sequence is CASSLDGLGAFF. Result: 1 (the TCR binds to the epitope). (2) The epitope is GLIYNRMGAVTTEV. The TCR CDR3 sequence is CASSRGGRYQETQYF. Result: 1 (the TCR binds to the epitope). (3) The epitope is LEPLVDLPI. The TCR CDR3 sequence is CASSLTSVLQETQYF. Result: 1 (the TCR binds to the epitope). (4) The epitope is EIYKRWII. The TCR CDR3 sequence is CASSQDAQGGGSYNEQFF. Result: 0 (the TCR does not bind to the epitope). (5) The epitope is LSDDAVVCFNSTY. The TCR CDR3 sequence is CAISESPQSYEQYF. Result: 0 (the TCR does not bind to the epitope). (6) The epitope is LLWNGPMAV. The TCR CDR3 sequence is CSAEAGWTEAFF. Result: 0 (the TCR does not bind to the epitope). (7) The epitope is KLWAQCVQL. The TCR CDR3 sequence is CASSSEQGPSYYNEQFF. Result: 0 (the TCR does not bind to the epitope). (8) The epitope is HPKVSSEVHI. The TCR CDR3 sequence is CASSSGLAGTNTGELFF. Result: 0 (the TCR does not bind to the epitope).